Predict the reactants needed to synthesize the given product. From a dataset of Full USPTO retrosynthesis dataset with 1.9M reactions from patents (1976-2016). (1) Given the product [F:22][C:19]([F:21])([F:20])[O:18][C:13]1[CH:12]=[CH:17][C:16]([CH:42]([C:41]2[CH:17]=[CH:12][C:13]([O:18][C:19]([F:21])([F:20])[F:22])=[CH:39][CH:40]=2)[C:26]2([OH:25])[CH2:27][CH2:28][N:29]([C:32]([O:34][C:35]([CH3:38])([CH3:37])[CH3:36])=[O:33])[CH2:30][CH2:31]2)=[CH:15][CH:14]=1, predict the reactants needed to synthesize it. The reactants are: [F:22][C:19]([F:21])([F:20])[O:18][C:13]1[CH:14]=[CH:15][CH:16]=[CH:17][C:12]=1C([C:12]1[CH:17]=[CH:16][CH:15]=[CH:14][C:13]=1[O:18][C:19]([F:22])([F:21])[F:20])Br.[O:25]=[C:26]1[CH2:31][CH2:30][N:29]([C:32]([O:34][C:35]([CH3:38])([CH3:37])[CH3:36])=[O:33])[CH2:28][CH2:27]1.[CH2:39]([Li])[CH2:40][CH2:41][CH3:42]. (2) Given the product [CH2:1]([O:3][C:4]([C:6]1[NH:7][C:8]2[C:13]([CH:14]=1)=[CH:12][C:11]([S:15][S:20]([C:23]1[CH:29]=[CH:28][C:26]([CH3:27])=[CH:25][CH:24]=1)(=[O:22])=[O:21])=[C:10]([C:16]([CH3:18])([CH3:17])[CH3:19])[CH:9]=2)=[O:5])[CH3:2], predict the reactants needed to synthesize it. The reactants are: [CH2:1]([O:3][C:4]([C:6]1[NH:7][C:8]2[C:13]([CH:14]=1)=[CH:12][C:11]([SH:15])=[C:10]([C:16]([CH3:19])([CH3:18])[CH3:17])[CH:9]=2)=[O:5])[CH3:2].[S:20](Br)([C:23]1[CH:29]=[CH:28][C:26]([CH3:27])=[CH:25][CH:24]=1)(=[O:22])=[O:21].C(Cl)(Cl)(Cl)Cl. (3) Given the product [CH:1](=[N:19][C:15]1[CH:16]=[N:17][CH:18]=[C:13]([O:12][CH:9]([CH3:11])[CH3:10])[CH:14]=1)[C:2]1[CH:7]=[CH:6][CH:5]=[CH:4][CH:3]=1, predict the reactants needed to synthesize it. The reactants are: [CH:1](=O)[C:2]1[CH:7]=[CH:6][CH:5]=[CH:4][CH:3]=1.[CH:9]([O:12][C:13]1[CH:14]=[C:15]([NH2:19])[CH:16]=[N:17][CH:18]=1)([CH3:11])[CH3:10].